Dataset: Catalyst prediction with 721,799 reactions and 888 catalyst types from USPTO. Task: Predict which catalyst facilitates the given reaction. (1) Reactant: [Br:1][C:2]1[CH:3]=[N:4][C:5]([N:10]2[CH2:14][CH2:13][CH:12]([CH2:15][OH:16])[CH2:11]2)=[C:6]([CH:9]=1)[CH:7]=[O:8].[C:17](OC(=O)C)(=[O:19])[CH3:18].O.C(=O)([O-])[O-].[Na+].[Na+]. Product: [C:17]([O:16][CH2:15][CH:12]1[CH2:13][CH2:14][N:10]([C:5]2[C:6]([CH:7]=[O:8])=[CH:9][C:2]([Br:1])=[CH:3][N:4]=2)[CH2:11]1)(=[O:19])[CH3:18]. The catalyst class is: 17. (2) Reactant: [Cl-].O[NH3+:3].[C:4](=[O:7])([O-])[OH:5].[Na+].CS(C)=O.[O:13]1[C:17]2([CH2:22][CH2:21][CH:20]([N:23]3[C:28](=[O:29])[C:27]([CH2:30][C:31]4[CH:36]=[CH:35][C:34]([C:37]5[C:38]([C:43]#[N:44])=[CH:39][CH:40]=[CH:41][CH:42]=5)=[CH:33][C:32]=4[F:45])=[C:26]([CH2:46][CH2:47][CH3:48])[N:25]4[N:49]=[C:50]([CH3:52])[N:51]=[C:24]34)[CH2:19][CH2:18]2)[O:16][CH2:15][CH2:14]1. Product: [O:16]1[C:17]2([CH2:22][CH2:21][CH:20]([N:23]3[C:28](=[O:29])[C:27]([CH2:30][C:31]4[CH:36]=[CH:35][C:34]([C:37]5[CH:42]=[CH:41][CH:40]=[CH:39][C:38]=5[C:43]5[NH:3][C:4](=[O:7])[O:5][N:44]=5)=[CH:33][C:32]=4[F:45])=[C:26]([CH2:46][CH2:47][CH3:48])[N:25]4[N:49]=[C:50]([CH3:52])[N:51]=[C:24]34)[CH2:19][CH2:18]2)[O:13][CH2:14][CH2:15]1. The catalyst class is: 13. (3) Reactant: [OH:1][C:2]1[CH:12]=[C:6]2[C:7]([NH:9][C:10](=[O:11])[C:5]2=[CH:4][CH:3]=1)=O. Product: [OH:1][C:2]1[CH:12]=[C:6]2[C:5](=[CH:4][CH:3]=1)[C:10](=[O:11])[NH:9][CH2:7]2. The catalyst class is: 565. (4) Reactant: [CH2:1]([NH:3][C:4](=[O:19])[CH:5]([C:7]1[CH:12]=[CH:11][C:10]([CH:13]2[CH2:18][CH2:17][NH:16][CH2:15][CH2:14]2)=[CH:9][CH:8]=1)[CH3:6])[CH3:2].[Cl:20][C:21]1[N:26]=[C:25](Cl)[CH:24]=[CH:23][N:22]=1. Product: [Cl:20][C:21]1[N:26]=[C:25]([N:16]2[CH2:17][CH2:18][CH:13]([C:10]3[CH:11]=[CH:12][C:7]([CH:5]([CH3:6])[C:4]([NH:3][CH2:1][CH3:2])=[O:19])=[CH:8][CH:9]=3)[CH2:14][CH2:15]2)[CH:24]=[CH:23][N:22]=1. The catalyst class is: 3. (5) Reactant: [F:1][CH2:2][C:3]([C@H:28]1[CH2:33][CH2:32][C@H:31]([C:34]([O:36]CC)=[O:35])[CH2:30][CH2:29]1)([OH:27])[C:4]1[S:5][C:6]([C:9]2[CH:14]=[C:13]([NH:15][C:16]3[N:21]=[C:20]([C:22]([F:25])([F:24])[F:23])[CH:19]=[CH:18][N:17]=3)[CH:12]=[C:11]([CH3:26])[CH:10]=2)=[CH:7][N:8]=1.Cl. Product: [F:1][CH2:2][C:3]([C@H:28]1[CH2:33][CH2:32][C@H:31]([C:34]([OH:36])=[O:35])[CH2:30][CH2:29]1)([OH:27])[C:4]1[S:5][C:6]([C:9]2[CH:14]=[C:13]([NH:15][C:16]3[N:21]=[C:20]([C:22]([F:25])([F:24])[F:23])[CH:19]=[CH:18][N:17]=3)[CH:12]=[C:11]([CH3:26])[CH:10]=2)=[CH:7][N:8]=1. The catalyst class is: 16.